Dataset: Catalyst prediction with 721,799 reactions and 888 catalyst types from USPTO. Task: Predict which catalyst facilitates the given reaction. (1) Reactant: [NH2:1][C:2]1[CH:10]=[CH:9][C:8]([O:11][C:12]([F:15])([F:14])[F:13])=[CH:7][C:3]=1[C:4](O)=[O:5].OO.[OH-].[Na+].O. Product: [NH2:1][C:2]1[CH:10]=[CH:9][C:8]([O:11][C:12]([F:13])([F:14])[F:15])=[CH:7][C:3]=1[CH2:4][OH:5]. The catalyst class is: 305. (2) Reactant: S(O)(O)(=O)=O.[NH2:6][C:7]1[N:16]=[C:15]2[C:10]([CH:11]=[CH:12][C:13](=[O:17])[NH:14]2)=[CH:9][CH:8]=1.[OH-].[Na+]. Product: [NH2:6][C:7]1[N:16]=[C:15]2[C:10]([CH:11]=[CH:12][C:13](=[O:17])[NH:14]2)=[CH:9][CH:8]=1. The catalyst class is: 6.